Dataset: Catalyst prediction with 721,799 reactions and 888 catalyst types from USPTO. Task: Predict which catalyst facilitates the given reaction. (1) Reactant: [CH:1]1([N:4]([CH3:19])[CH2:5][C:6]2[CH:11]=[CH:10][C:9]([CH3:12])=[C:8]([C:13]#[C:14][Si](C)(C)C)[CH:7]=2)[CH2:3][CH2:2]1.C(=O)([O-])[O-].[K+].[K+]. Product: [CH:1]1([N:4]([CH2:5][C:6]2[CH:11]=[CH:10][C:9]([CH3:12])=[C:8]([C:13]#[CH:14])[CH:7]=2)[CH3:19])[CH2:3][CH2:2]1. The catalyst class is: 5. (2) Reactant: [OH-].[Na+].[CH3:3][N:4]([CH3:27])[CH:5]1[CH2:10][CH2:9][N:8]([C:11](=[O:26])[CH2:12][CH2:13][C:14]2[N:15]([CH2:19][CH2:20][C:21]([O:23]CC)=[O:22])[CH:16]=[CH:17][N:18]=2)[CH2:7][CH2:6]1.Cl. Product: [CH3:27][N:4]([CH3:3])[CH:5]1[CH2:10][CH2:9][N:8]([C:11](=[O:26])[CH2:12][CH2:13][C:14]2[N:15]([CH2:19][CH2:20][C:21]([OH:23])=[O:22])[CH:16]=[CH:17][N:18]=2)[CH2:7][CH2:6]1. The catalyst class is: 8.